This data is from Forward reaction prediction with 1.9M reactions from USPTO patents (1976-2016). The task is: Predict the product of the given reaction. (1) Given the reactants CN(C)C=O.[CH:6](=[N:8][OH:9])[CH3:7].[CH3:10][C:11]1[CH:24]=[C:23]([C:25]([C:27]([F:30])([F:29])[F:28])=[CH2:26])[CH:22]=[CH:21][C:12]=1[NH:13][C:14](=[O:20])[O:15][C:16]([CH3:19])([CH3:18])[CH3:17].C(N(CC)CC)C, predict the reaction product. The product is: [CH3:10][C:11]1[CH:24]=[C:23]([C:25]2([C:27]([F:28])([F:29])[F:30])[O:9][N:8]=[C:6]([CH3:7])[CH2:26]2)[CH:22]=[CH:21][C:12]=1[NH:13][C:14](=[O:20])[O:15][C:16]([CH3:19])([CH3:17])[CH3:18]. (2) Given the reactants [CH:1]([NH:4][C:5]1[O:6][C:7]([C:10]2[CH:11]=[C:12]3[C:16](=[CH:17][CH:18]=2)[NH:15][CH:14]=[C:13]3[N+:19]([O-])=O)=[N:8][N:9]=1)([CH3:3])[CH3:2].NN, predict the reaction product. The product is: [NH2:19][C:13]1[C:12]2[C:16](=[CH:17][CH:18]=[C:10]([C:7]3[O:6][C:5]([NH:4][CH:1]([CH3:3])[CH3:2])=[N:9][N:8]=3)[CH:11]=2)[NH:15][CH:14]=1.